Dataset: Catalyst prediction with 721,799 reactions and 888 catalyst types from USPTO. Task: Predict which catalyst facilitates the given reaction. (1) Reactant: O.[OH:2][CH2:3][C:4]1([CH2:17][OH:18])[C:16]2[CH:15]=[CH:14][CH:13]=[CH:12][C:11]=2[C:10]2[C:5]1=[CH:6][CH:7]=[CH:8][CH:9]=2.[CH3:19]I.[H-].[Na+]. Product: [CH3:19][O:2][CH2:3][C:4]1([CH2:17][OH:18])[C:16]2[CH:15]=[CH:14][CH:13]=[CH:12][C:11]=2[C:10]2[C:5]1=[CH:6][CH:7]=[CH:8][CH:9]=2. The catalyst class is: 1. (2) Reactant: [BH4-].[Na+].[NH2:3][C@H:4]([C:7]([OH:9])=[O:8])[CH2:5][SeH:6].[ClH:10].[N+:11]([C:14]1[CH:21]=[CH:20][C:17]([CH2:18]Br)=[CH:16][CH:15]=1)([O-:13])=[O:12].[CH2:22]1COCC1. Product: [ClH:10].[CH3:22][CH:18]([Se:6][CH2:5][C@@H:4]([C:7]([OH:9])=[O:8])[NH2:3])[C:17]1[CH:20]=[CH:21][C:14]([N+:11]([O-:13])=[O:12])=[CH:15][CH:16]=1. The catalyst class is: 74. (3) Reactant: C(OC([NH:11][C:12]12[CH2:19][CH2:18][C:15]([C:20]([O:22][CH2:23][CH3:24])=[O:21])([CH2:16][CH2:17]1)[CH2:14][CH2:13]2)=O)C1C=CC=CC=1.[H][H]. Product: [NH2:11][C:12]12[CH2:17][CH2:16][C:15]([C:20]([O:22][CH2:23][CH3:24])=[O:21])([CH2:14][CH2:13]1)[CH2:18][CH2:19]2. The catalyst class is: 178. (4) Reactant: C1(P(C2C=CC=CC=2)C2C=CC=CC=2)C=CC=CC=1.[Br:20][C:21]1[CH:22]=[C:23]([OH:28])[CH:24]=[C:25]([F:27])[CH:26]=1.O[CH:30]1[CH2:35][CH2:34][N:33]([C:36]([O:38][C:39]([CH3:42])([CH3:41])[CH3:40])=[O:37])[CH2:32][CH2:31]1.N(C(OC(C)(C)C)=O)=NC(OC(C)(C)C)=O. Product: [Br:20][C:21]1[CH:22]=[C:23]([CH:24]=[C:25]([F:27])[CH:26]=1)[O:28][CH:30]1[CH2:35][CH2:34][N:33]([C:36]([O:38][C:39]([CH3:42])([CH3:41])[CH3:40])=[O:37])[CH2:32][CH2:31]1. The catalyst class is: 1. (5) Reactant: C[Si]([Br:5])(C)C.[F:6][C:7]1[C:8]([C:15]2[S:16][C:17]3[C:18](Cl)=[N:19][CH:20]=[C:21]([F:24])[C:22]=3[N:23]=2)=[C:9]([CH:12]=[CH:13][CH:14]=1)[C:10]#[N:11].C(=O)(O)[O-].[Na+]. Product: [Br:5][C:18]1[C:17]2[S:16][C:15]([C:8]3[C:7]([F:6])=[CH:14][CH:13]=[CH:12][C:9]=3[C:10]#[N:11])=[N:23][C:22]=2[C:21]([F:24])=[CH:20][N:19]=1. The catalyst class is: 397. (6) Reactant: [NH2:1][C:2]1[N:6]([C:7]2[CH:8]=[CH:9][C:10]([F:15])=[C:11]([CH:14]=2)[C:12]#[N:13])[N:5]=[C:4]([CH:16]([CH3:18])[CH3:17])[CH:3]=1.C[Si]([N-][Si](C)(C)C)(C)C.[Li+].Cl[C:30]([O:32][C:33]([CH3:35])=[CH2:34])=[O:31].Cl. Product: [C:12]([C:11]1[CH:14]=[C:7]([N:6]2[C:2]([NH:1][C:30](=[O:31])[O:32][C:33]([CH3:35])=[CH2:34])=[CH:3][C:4]([CH:16]([CH3:18])[CH3:17])=[N:5]2)[CH:8]=[CH:9][C:10]=1[F:15])#[N:13]. The catalyst class is: 1. (7) The catalyst class is: 7. Product: [Cl:1][C:2]1[N:7]=[C:6]([CH2:8][C:14]([C:13]2[CH:19]=[CH:20][C:10]([F:9])=[CH:11][CH:12]=2)=[O:15])[CH:5]=[CH:4][CH:3]=1. Reactant: [Cl:1][C:2]1[N:7]=[C:6]([CH3:8])[CH:5]=[CH:4][CH:3]=1.[F:9][C:10]1[CH:20]=[CH:19][C:13]([C:14](OCC)=[O:15])=[CH:12][CH:11]=1.C[Si]([N-][Si](C)(C)C)(C)C.[Li+].